Dataset: Full USPTO retrosynthesis dataset with 1.9M reactions from patents (1976-2016). Task: Predict the reactants needed to synthesize the given product. (1) Given the product [F:1][C:2]1[CH:7]=[N:6][C:5]2[N:8]([CH:9]3[CH2:14][CH2:13][S:12][CH2:11][CH2:10]3)[C:32](=[O:33])[N:17]([C@@H:18]3[CH2:23][CH2:22][C@H:21]([NH:24][C:25](=[O:31])[O:26][C:27]([CH3:28])([CH3:30])[CH3:29])[CH2:20][CH2:19]3)[C:15](=[O:16])[C:4]=2[CH:3]=1, predict the reactants needed to synthesize it. The reactants are: [F:1][C:2]1[CH:3]=[C:4]([C:15]([NH:17][C@@H:18]2[CH2:23][CH2:22][C@H:21]([NH:24][C:25](=[O:31])[O:26][C:27]([CH3:30])([CH3:29])[CH3:28])[CH2:20][CH2:19]2)=[O:16])[C:5]([NH:8][CH:9]2[CH2:14][CH2:13][S:12][CH2:11][CH2:10]2)=[N:6][CH:7]=1.[C:32](N1C=CN=C1)(N1C=CN=C1)=[O:33].[H-].[Na+].C(OCC)(=O)C. (2) Given the product [CH2:7]([C:11]1[N:16]=[C:15]([CH3:17])[N:14]=[C:13]([O:18][CH2:19][C:20]([OH:22])=[O:21])[C:12]=1[CH2:25][C:26]1[CH:27]=[CH:28][C:29]([C:32]2[CH:37]=[CH:36][CH:35]=[CH:34][C:33]=2[C:38]#[N:39])=[CH:30][CH:31]=1)[CH2:8][CH2:9][CH3:10], predict the reactants needed to synthesize it. The reactants are: O.[OH-].[Li+].CO.O.[CH2:7]([C:11]1[N:16]=[C:15]([CH3:17])[N:14]=[C:13]([O:18][CH2:19][C:20]([O:22]CC)=[O:21])[C:12]=1[CH2:25][C:26]1[CH:31]=[CH:30][C:29]([C:32]2[CH:37]=[CH:36][CH:35]=[CH:34][C:33]=2[C:38]#[N:39])=[CH:28][CH:27]=1)[CH2:8][CH2:9][CH3:10]. (3) The reactants are: [NH2:1][C:2]1[N:7]=[C:6](S(C)=O)[C:5]([C:11]2[CH:12]=[CH:13][C:14](=[O:20])[N:15]([CH:17]([CH3:19])[CH3:18])[N:16]=2)=[C:4]([C:21]2[CH:26]=[CH:25][CH:24]=[CH:23][CH:22]=2)[N:3]=1.[NH:27]1[CH2:31][CH2:30][CH2:29][CH2:28]1. Given the product [NH2:1][C:2]1[N:3]=[C:4]([C:21]2[CH:26]=[CH:25][CH:24]=[CH:23][CH:22]=2)[C:5]([C:11]2[CH:12]=[CH:13][C:14](=[O:20])[N:15]([CH:17]([CH3:19])[CH3:18])[N:16]=2)=[C:6]([N:27]2[CH2:31][CH2:30][CH2:29][CH2:28]2)[N:7]=1, predict the reactants needed to synthesize it. (4) Given the product [N:1]1[C:10]2[CH:9]([NH:12][CH2:13][CH2:14][CH2:15][CH2:16][NH:17][C:18](=[O:24])[O:19][C:20]([CH3:22])([CH3:21])[CH3:23])[CH2:8][CH2:7][CH2:6][C:5]=2[CH:4]=[CH:3][CH:2]=1, predict the reactants needed to synthesize it. The reactants are: [N:1]1[C:10]2[C:9](=O)[CH2:8][CH2:7][CH2:6][C:5]=2[CH:4]=[CH:3][CH:2]=1.[NH2:12][CH2:13][CH2:14][CH2:15][CH2:16][NH:17][C:18](=[O:24])[O:19][C:20]([CH3:23])([CH3:22])[CH3:21].[BH4-].[Na+]. (5) Given the product [CH3:1][O:2][C:3]1[CH:30]=[CH:29][C:6]([CH2:7][NH:8][C:9]([C:11]2([CH2:24][CH2:25][CH2:26][CH2:27][N:45]3[CH2:46][CH2:47][N:42]([C:36]4[CH:35]=[CH:34][C:33]5[C:38](=[CH:39][CH:40]=[CH:41][C:32]=5[Cl:31])[N:37]=4)[CH2:43][CH2:44]3)[C:23]3[CH:22]=[CH:21][CH:20]=[CH:19][C:18]=3[C:17]3[C:12]2=[CH:13][CH:14]=[CH:15][CH:16]=3)=[O:10])=[CH:5][CH:4]=1, predict the reactants needed to synthesize it. The reactants are: [CH3:1][O:2][C:3]1[CH:30]=[CH:29][C:6]([CH2:7][NH:8][C:9]([C:11]2([CH2:24][CH2:25][CH2:26][CH2:27]Br)[C:23]3[CH:22]=[CH:21][CH:20]=[CH:19][C:18]=3[C:17]3[C:12]2=[CH:13][CH:14]=[CH:15][CH:16]=3)=[O:10])=[CH:5][CH:4]=1.[Cl:31][C:32]1[CH:41]=[CH:40][CH:39]=[C:38]2[C:33]=1[CH:34]=[CH:35][C:36]([N:42]1[CH2:47][CH2:46][NH:45][CH2:44][CH2:43]1)=[N:37]2. (6) The reactants are: [CH:1](=[C:8]1[C:17]2[C:12](=[CH:13][CH:14]=[CH:15][CH:16]=2)[C:10](=O)[O:9]1)[C:2]1[CH:7]=[CH:6][CH:5]=[CH:4][CH:3]=1.O.[NH2:19][NH2:20]. Given the product [CH2:1]([C:8]1[C:17]2[C:12](=[CH:13][CH:14]=[CH:15][CH:16]=2)[C:10](=[O:9])[NH:20][N:19]=1)[C:2]1[CH:7]=[CH:6][CH:5]=[CH:4][CH:3]=1, predict the reactants needed to synthesize it.